This data is from Full USPTO retrosynthesis dataset with 1.9M reactions from patents (1976-2016). The task is: Predict the reactants needed to synthesize the given product. (1) Given the product [CH:1]1[C:13]2[CH:12]([CH2:14][O:15][C:16]([N:18]3[CH2:23][C@@H:22]([C:24](=[O:47])[NH:25][CH2:26][C:27]4([CH2:41][CH2:42][CH2:43][CH2:44][O:45][CH3:46])[C:28]5[CH:29]=[CH:30][CH:31]=[CH:32][C:33]=5[O:34][C:35]5[C:40]4=[CH:39][CH:38]=[CH:37][CH:36]=5)[CH2:21][C@@H:20]([NH:48][S:49]([C:52]4[CH:57]=[CH:56][C:55]([O:58][CH2:62][CH2:63][CH2:64][OH:65])=[C:54]([O:59][CH3:60])[CH:53]=4)(=[O:51])=[O:50])[CH2:19]3)=[O:17])[C:11]3[C:6](=[CH:7][CH:8]=[CH:9][CH:10]=3)[C:5]=2[CH:4]=[CH:3][CH:2]=1, predict the reactants needed to synthesize it. The reactants are: [CH:1]1[C:13]2[CH:12]([CH2:14][O:15][C:16]([N:18]3[CH2:23][C@@H:22]([C:24](=[O:47])[NH:25][CH2:26][C:27]4([CH2:41][CH2:42][CH2:43][CH2:44][O:45][CH3:46])[C:40]5[CH:39]=[CH:38][CH:37]=[CH:36][C:35]=5[O:34][C:33]5[C:28]4=[CH:29][CH:30]=[CH:31][CH:32]=5)[CH2:21][C@@H:20]([NH:48][S:49]([C:52]4[CH:57]=[CH:56][C:55]([OH:58])=[C:54]([O:59][CH3:60])[CH:53]=4)(=[O:51])=[O:50])[CH2:19]3)=[O:17])[C:11]3[C:6](=[CH:7][CH:8]=[CH:9][CH:10]=3)[C:5]=2[CH:4]=[CH:3][CH:2]=1.Br[CH2:62][CH2:63][CH2:64][OH:65].C([O-])([O-])=O.[K+].[K+]. (2) Given the product [CH2:23]1[CH2:22][O:21][C:11]2([CH2:10][CH2:9][C@H:8]3[C@H:7]4[C@H:16]([CH2:15][CH2:14][C@:12]23[CH3:13])[C@:17]2([CH3:20])[C:4]([CH2:3][C@H:2]([OH:1])[CH2:19][CH2:18]2)=[CH:5][C:6]4=[O:25])[O:24]1, predict the reactants needed to synthesize it. The reactants are: [O:1]1[C@H:3]2[C:4]3[C@:17]([CH3:20])([CH2:18][CH2:19][C@@H:2]12)[C@@H:16]1[C@H:7]([C@H:8]2[C@@:12]([CH2:14][CH2:15]1)([CH3:13])[C:11]1([O:24][CH2:23][CH2:22][O:21]1)[CH2:10][CH2:9]2)[C:6](=[O:25])[CH:5]=3.C(O)C.C(=O)([O-])[O-].[K+].[K+].